From a dataset of Reaction yield outcomes from USPTO patents with 853,638 reactions. Predict the reaction yield, written as a fraction of the theoretical maximum amount of product (1.0 means a 100% yield; for example, 0.34 means a 34% yield). The reactants are [Cl:1][C:2]1[CH:3]=[CH:4][C:5]([N+:21]([O-])=O)=[C:6]([NH:8][C@@H:9]2[CH2:14][CH2:13][C@H:12]([C:15]([NH:17][CH:18]([CH3:20])[CH3:19])=[O:16])[CH2:11][CH2:10]2)[CH:7]=1.O.O.[Sn](Cl)Cl.[NH2:29][C:30]1C=CC(Cl)=CC=1N[C@@H]1CC[C@H](C(NC(C)C)=O)CC1.N#CBr. The catalyst is CCO.C(Cl)Cl. The product is [NH2:29][C:30]1[N:8]([C@@H:9]2[CH2:14][CH2:13][C@H:12]([C:15]([NH:17][CH:18]([CH3:20])[CH3:19])=[O:16])[CH2:11][CH2:10]2)[C:6]2[CH:7]=[C:2]([Cl:1])[CH:3]=[CH:4][C:5]=2[N:21]=1. The yield is 1.24.